From a dataset of Catalyst prediction with 721,799 reactions and 888 catalyst types from USPTO. Predict which catalyst facilitates the given reaction. (1) Reactant: [CH:1]1([C:4]2[CH:9]=[CH:8][N:7]=[CH:6][C:5]=2[N:10]2[CH2:14][CH2:13][NH:12][C:11]2=[O:15])[CH2:3][CH2:2]1.Br[C:17]1[CH:26]=[CH:25][C:20]2[S:21][CH:22]=[C:23]([CH3:24])[C:19]=2[CH:18]=1.CN[C@@H]1CCCC[C@H]1NC.P([O-])([O-])([O-])=O.[K+].[K+].[K+]. Product: [CH:1]1([C:4]2[CH:9]=[CH:8][N:7]=[CH:6][C:5]=2[N:10]2[CH2:14][CH2:13][N:12]([C:17]3[CH:26]=[CH:25][C:20]4[S:21][CH:22]=[C:23]([CH3:24])[C:19]=4[CH:18]=3)[C:11]2=[O:15])[CH2:3][CH2:2]1. The catalyst class is: 246. (2) Reactant: [Cl:1][C:2]1[CH:3]=[C:4]([CH:17]=[CH:18][C:19]=1[O:20][CH2:21][C:22]1[CH:27]=[CH:26][CH:25]=[C:24]([F:28])[CH:23]=1)[NH:5][C:6]1[C:15]2[C:10](=[CH:11][CH:12]=[CH:13][C:14]=2[OH:16])[N:9]=[CH:8][N:7]=1.Br[CH2:30][CH2:31][Cl:32].C(=O)([O-])[O-].[Cs+].[Cs+]. Product: [Cl:1][C:2]1[CH:3]=[C:4]([CH:17]=[CH:18][C:19]=1[O:20][CH2:21][C:22]1[CH:27]=[CH:26][CH:25]=[C:24]([F:28])[CH:23]=1)[NH:5][C:6]1[C:15]2[C:10](=[CH:11][CH:12]=[CH:13][C:14]=2[O:16][CH2:30][CH2:31][Cl:32])[N:9]=[CH:8][N:7]=1. The catalyst class is: 10. (3) Reactant: [CH3:1][S:2](=[O:23])([CH:11]([C:13]1[CH:14]=[N:15][C:16]([C:19]([F:22])([F:21])[F:20])=[CH:17][CH:18]=1)[CH3:12])=[N:3][C:4]([N:6]1C=CN=C1)=[S:5].[NH2:24]N.[NH4+].[Cl-].[F:28][CH:29]([F:38])[C:30](O[C:30](=O)[CH:29]([F:38])[F:28])=O. Product: [F:28][CH:29]([F:38])[C:30]1[S:5][C:4]([N:3]=[S:2]([CH:11]([C:13]2[CH:18]=[CH:17][C:16]([C:19]([F:20])([F:21])[F:22])=[N:15][CH:14]=2)[CH3:12])([CH3:1])=[O:23])=[N:6][N:24]=1. The catalyst class is: 10.